From a dataset of Full USPTO retrosynthesis dataset with 1.9M reactions from patents (1976-2016). Predict the reactants needed to synthesize the given product. (1) Given the product [OH:6][C:5]1[CH:4]=[C:3]([O:2][CH3:1])[CH:9]=[CH:8][C:7]=1[C:18](=[O:19])[CH2:17][C:14]1[CH:15]=[CH:16][C:11]([OH:10])=[C:12]([O:21][CH3:22])[CH:13]=1, predict the reactants needed to synthesize it. The reactants are: [CH3:1][O:2][C:3]1[CH:9]=[CH:8][CH:7]=[C:5]([OH:6])[CH:4]=1.[OH:10][C:11]1[CH:16]=[CH:15][C:14]([CH2:17][C:18](O)=[O:19])=[CH:13][C:12]=1[O:21][CH3:22].C([O-])(=O)C.[Na+]. (2) Given the product [Cl:20][C:21]1[S:25][C:24]([NH:26][C:17](=[O:19])[CH2:16][N:3]2[C:4]3[C:9](=[CH:8][C:7]([C:12]([F:15])([F:13])[F:14])=[CH:6][CH:5]=3)[CH:10]=[CH:11][C:2]2=[O:1])=[C:23]([C:27]2[NH:28][N:29]=[CH:30][N:31]=2)[CH:22]=1, predict the reactants needed to synthesize it. The reactants are: [O:1]=[C:2]1[CH:11]=[CH:10][C:9]2[C:4](=[CH:5][CH:6]=[C:7]([C:12]([F:15])([F:14])[F:13])[CH:8]=2)[N:3]1[CH2:16][C:17]([OH:19])=O.[Cl:20][C:21]1[S:25][C:24]([NH2:26])=[C:23]([C:27]2[NH:31][CH:30]=[N:29][N:28]=2)[CH:22]=1. (3) Given the product [NH2:38][C:39]1([C:43]2[CH:48]=[CH:47][C:46]([C:49]3[C:54](=[O:55])[C:53]4[CH:56]=[CH:57][C:58]5[N:59]=[C:60]([C:63]([F:66])([F:65])[F:64])[NH:61][C:62]=5[C:52]=4[O:51][C:50]=3[C:67]3[CH:68]=[CH:69][CH:70]=[CH:71][CH:72]=3)=[CH:45][CH:44]=2)[CH2:42][CH2:41][CH2:40]1, predict the reactants needed to synthesize it. The reactants are: NC1(C2C=CC(C3C(=O)C4C(OC=3C3C=CC=CC=3)=C3C(=CC=4)NN=C3)=CC=2)CCC1.C(OC(=O)[NH:38][C:39]1([C:43]2[CH:48]=[CH:47][C:46]([C:49]3[C:54](=[O:55])[C:53]4[CH:56]=[CH:57][C:58]5[N:59]=[C:60]([C:63]([F:66])([F:65])[F:64])[NH:61][C:62]=5[C:52]=4[O:51][C:50]=3[C:67]3[CH:72]=[CH:71][CH:70]=[CH:69][CH:68]=3)=[CH:45][CH:44]=2)[CH2:42][CH2:41][CH2:40]1)(C)(C)C.